From a dataset of Full USPTO retrosynthesis dataset with 1.9M reactions from patents (1976-2016). Predict the reactants needed to synthesize the given product. (1) Given the product [NH2:22][C:12]1[N:13]=[C:14]([N:17]2[CH:21]=[CH:20][N:19]=[CH:18]2)[CH:15]=[C:16]2[C:11]=1[CH:10]=[N:9][C:8]1[CH:23]=[C:4]([O:3][CH2:1][CH3:2])[C:5]([NH:24][C:26]([NH:25][C:28]3[CH:33]=[CH:32][C:31]([N:34]([CH3:36])[CH3:35])=[CH:30][CH:29]=3)=[O:27])=[CH:6][C:7]2=1, predict the reactants needed to synthesize it. The reactants are: [CH2:1]([O:3][C:4]1[C:5]([NH2:24])=[CH:6][C:7]2[C:16]3[C:11](=[C:12]([NH2:22])[N:13]=[C:14]([N:17]4[CH:21]=[CH:20][N:19]=[CH:18]4)[CH:15]=3)[CH:10]=[N:9][C:8]=2[CH:23]=1)[CH3:2].[N:25]([C:28]1[CH:33]=[CH:32][C:31]([N:34]([CH3:36])[CH3:35])=[CH:30][CH:29]=1)=[C:26]=[O:27]. (2) Given the product [Cl:1][C:2]1[CH:3]=[C:4]([C:34]2[CH2:35][CH2:36][C:37](=[O:40])[NH:38][N:39]=2)[CH:5]=[CH:6][C:7]=1[O:8][CH2:9][C:10]([N:12]1[CH2:13][CH2:14][CH:15]([NH:18][CH2:19][CH:20]([OH:33])[CH2:21][O:22][C:23]2[CH:28]=[CH:27][C:26]([CH2:29][CH2:30][O:31][CH3:32])=[CH:25][CH:24]=2)[CH2:16][CH2:17]1)=[O:11], predict the reactants needed to synthesize it. The reactants are: [Cl:1][C:2]1[CH:3]=[C:4]([C:34]2[CH2:35][CH2:36][C:37](=[O:40])[NH:38][N:39]=2)[CH:5]=[CH:6][C:7]=1[O:8][CH2:9][C:10]([N:12]1[CH2:17][CH2:16][CH:15]([NH:18][CH2:19][C@H:20]([OH:33])[CH2:21][O:22][C:23]2[CH:28]=[CH:27][C:26]([CH2:29][CH2:30][O:31][CH3:32])=[CH:25][CH:24]=2)[CH2:14][CH2:13]1)=[O:11].O1CC1COS(C1C=CC=C([N+]([O-])=O)C=1)(=O)=O. (3) Given the product [C:1]([O:4][C@H:5]([CH3:23])[CH2:6][CH2:7][CH2:8][CH2:9][N:10]1[C:19](=[O:20])[C:18]2[N:17]([CH2:52][CH2:51][NH:50][C:48]([O:47][C:43]([CH3:46])([CH3:45])[CH3:44])=[O:49])[C:16]([Br:21])=[N:15][C:14]=2[N:13]([CH3:22])[C:11]1=[O:12])(=[O:3])[CH3:2], predict the reactants needed to synthesize it. The reactants are: [C:1]([O:4][C@H:5]([CH3:23])[CH2:6][CH2:7][CH2:8][CH2:9][N:10]1[C:19](=[O:20])[C:18]2[NH:17][C:16]([Br:21])=[N:15][C:14]=2[N:13]([CH3:22])[C:11]1=[O:12])(=[O:3])[CH3:2].C1(P(C2C=CC=CC=2)C2C=CC=CC=2)C=CC=CC=1.[C:43]([O:47][C:48]([NH:50][CH2:51][CH2:52]CO)=[O:49])([CH3:46])([CH3:45])[CH3:44].CCOC(/N=N/C(OCC)=O)=O. (4) Given the product [CH3:29][CH:28]([CH3:30])[CH2:27][CH2:26][NH:31][CH2:24][CH2:23][CH2:22][N:3]1[C:4]2[C:9](=[CH:8][CH:7]=[CH:6][CH:5]=2)[C:10]2([CH2:14][O:13][C:12]3[CH:15]=[C:16]4[C:20](=[CH:21][C:11]2=3)[CH2:19][CH2:18][O:17]4)[C:2]1=[O:1], predict the reactants needed to synthesize it. The reactants are: [O:1]=[C:2]1[C:10]2([CH2:14][O:13][C:12]3[CH:15]=[C:16]4[C:20](=[CH:21][C:11]2=3)[CH2:19][CH2:18][O:17]4)[C:9]2[C:4](=[CH:5][CH:6]=[CH:7][CH:8]=2)[N:3]1[CH2:22][CH2:23][CH:24]=O.[CH2:26]([NH2:31])[CH2:27][CH:28]([CH3:30])[CH3:29].C(O[BH-](OC(=O)C)OC(=O)C)(=O)C.[Na+]. (5) Given the product [C:4]([C:3]1[CH:6]=[C:7]([O:12][CH3:13])[C:8]([O:10][CH3:11])=[CH:9][C:2]=1[NH:1][S:14]([NH2:15])(=[O:17])=[O:16])#[N:5], predict the reactants needed to synthesize it. The reactants are: [NH2:1][C:2]1[CH:9]=[C:8]([O:10][CH3:11])[C:7]([O:12][CH3:13])=[CH:6][C:3]=1[C:4]#[N:5].[S:14](Cl)(=[O:17])(=[O:16])[NH2:15]. (6) Given the product [Na+:2].[Na+:2].[Cl:3][C:4]1[CH:5]=[CH:6][C:7]([OH:22])=[C:8]([C:10]2[O:14][N:13]=[C:12]([CH2:15][CH2:16][CH2:17][CH2:18][C:19]([O-:21])=[O:20])[CH:11]=2)[CH:9]=1.[Cl:3][C:4]1[CH:5]=[CH:6][C:7]([OH:22])=[C:8]([C:10]2[O:14][N:13]=[C:12]([CH2:15][CH2:16][CH2:17][CH2:18][C:19]([O-:21])=[O:20])[CH:11]=2)[CH:9]=1, predict the reactants needed to synthesize it. The reactants are: [OH-].[Na+:2].[Cl:3][C:4]1[CH:5]=[CH:6][C:7]([OH:22])=[C:8]([C:10]2[O:14][N:13]=[C:12]([CH2:15][CH2:16][CH2:17][CH2:18][C:19]([OH:21])=[O:20])[CH:11]=2)[CH:9]=1. (7) The reactants are: [F:8][C:7]([F:10])([F:9])[C:6](O[C:6](=[O:11])[C:7]([F:10])([F:9])[F:8])=[O:11].[C:14]1([C@H:20]([NH2:23])[CH2:21][CH3:22])[CH:19]=[CH:18][CH:17]=[CH:16][CH:15]=1.CS(O)(=O)=O.[Br:29]N1C(C)(C)C(=O)N(Br)C1=O. Given the product [Br:29][C:17]1[CH:18]=[CH:19][C:14]([C@H:20]([NH:23][C:6](=[O:11])[C:7]([F:8])([F:9])[F:10])[CH2:21][CH3:22])=[CH:15][CH:16]=1, predict the reactants needed to synthesize it. (8) Given the product [Cl:39][C:22]1[CH:21]=[CH:20][C:19]2[N:18]=[C:17]([N:14]3[CH2:15][CH2:16][C@H:12]([NH:11][CH2:10][CH2:9][OH:8])[CH2:13]3)[CH:26]=[CH:25][C:24]=2[C:23]=1[C:27]([NH:29][CH2:30][C:31]1([OH:38])[CH2:37][CH2:36][CH2:35][CH2:34][CH2:33][CH2:32]1)=[O:28], predict the reactants needed to synthesize it. The reactants are: [Si]([O:8][CH2:9][CH2:10][NH:11][C@H:12]1[CH2:16][CH2:15][N:14]([C:17]2[CH:26]=[CH:25][C:24]3[C:23]([C:27]([NH:29][CH2:30][C:31]4([OH:38])[CH2:37][CH2:36][CH2:35][CH2:34][CH2:33][CH2:32]4)=[O:28])=[C:22]([Cl:39])[CH:21]=[CH:20][C:19]=3[N:18]=2)[CH2:13]1)(C(C)(C)C)(C)C.Cl. (9) Given the product [Cl:1][C:2]1[CH:7]=[CH:6][CH:5]=[CH:4][C:3]=1[C:12]1[CH:13]=[C:14]([CH:18]([CH:25]2[CH2:27][CH2:26]2)[NH:19][S:20]([CH2:23][CH3:24])(=[O:21])=[O:22])[CH:15]=[N:16][CH:17]=1, predict the reactants needed to synthesize it. The reactants are: [Cl:1][C:2]1[CH:7]=[CH:6][CH:5]=[CH:4][C:3]=1B(O)O.Br[C:12]1[CH:13]=[C:14]([CH:18]([CH:25]2[CH2:27][CH2:26]2)[NH:19][S:20]([CH2:23][CH3:24])(=[O:22])=[O:21])[CH:15]=[N:16][CH:17]=1.C([O-])([O-])=O.[Na+].[Na+]. (10) Given the product [Br:19][C:20]1[S:21][C:22]([CH:25]([C:35]2[C:34]3[C:38](=[C:30]([CH2:29][S:28][CH3:27])[CH:31]=[CH:32][CH:33]=3)[NH:37][CH:36]=2)[CH:6]2[C:7](=[O:8])[O:9][C:2]([CH3:10])([CH3:1])[O:3][C:4]2=[O:5])=[CH:23][N:24]=1, predict the reactants needed to synthesize it. The reactants are: [CH3:1][C:2]1([CH3:10])[O:9][C:7](=[O:8])[CH2:6][C:4](=[O:5])[O:3]1.N1CCCC1C(O)=O.[Br:19][C:20]1[S:21][C:22]([CH:25]=O)=[CH:23][N:24]=1.[CH3:27][S:28][CH2:29][C:30]1[CH:31]=[CH:32][CH:33]=[C:34]2[C:38]=1[NH:37][CH:36]=[CH:35]2.